The task is: Predict which catalyst facilitates the given reaction.. This data is from Catalyst prediction with 721,799 reactions and 888 catalyst types from USPTO. (1) Reactant: [H-].[Na+].[CH3:3][C:4]1([CH3:26])[CH2:13][C:12]2[C:7](=[C:8]3[CH2:17][C:16]([CH3:19])([CH3:18])[O:15][C:9]3=[C:10]([OH:14])[CH:11]=2)[C:6]([C:20]2[CH:25]=[CH:24][CH:23]=[CH:22][CH:21]=2)=[N:5]1.Br[CH2:28][CH2:29][N:30]1[C:34](=[O:35])[C:33]2=[CH:36][CH:37]=[CH:38][CH:39]=[C:32]2[C:31]1=[O:40].C(=O)([O-])[O-].[K+].[K+]. Product: [CH3:3][C:4]1([CH3:26])[CH2:13][C:12]2[C:7](=[C:8]3[CH2:17][C:16]([CH3:18])([CH3:19])[O:15][C:9]3=[C:10]([O:14][CH2:28][CH2:29][N:30]3[C:31](=[O:40])[C:32]4[C:33](=[CH:36][CH:37]=[CH:38][CH:39]=4)[C:34]3=[O:35])[CH:11]=2)[C:6]([C:20]2[CH:21]=[CH:22][CH:23]=[CH:24][CH:25]=2)=[N:5]1. The catalyst class is: 35. (2) Reactant: [NH:1]1[CH2:6][CH2:5][C:4](=[CH:7][C:8]2[CH:9]=[C:10]([CH:24]=[CH:25][CH:26]=2)[O:11][C:12]2[CH:17]=[CH:16][C:15]([O:18][CH2:19][C:20]([F:23])([F:22])[F:21])=[CH:14][N:13]=2)[CH2:3][CH2:2]1.[N:27]1[CH:32]=[CH:31][CH:30]=[C:29]([NH:33][C:34](=O)[O:35]C2C=CC=CC=2)[N:28]=1.C(N(CC)CC)C. Product: [F:22][C:20]([F:23])([F:21])[CH2:19][O:18][C:15]1[CH:16]=[CH:17][C:12]([O:11][C:10]2[CH:9]=[C:8]([CH:26]=[CH:25][CH:24]=2)[CH:7]=[C:4]2[CH2:5][CH2:6][N:1]([C:34]([NH:33][C:29]3[N:28]=[N:27][CH:32]=[CH:31][CH:30]=3)=[O:35])[CH2:2][CH2:3]2)=[N:13][CH:14]=1. The catalyst class is: 58. (3) Reactant: C([O-])(=O)C.[Na+].[NH2:6][C:7]1[CH:12]=[CH:11][CH:10]=[CH:9][C:8]=1[OH:13].[OH:14][C:15]1[CH:22]=[CH:21][C:18]([CH:19]=O)=[CH:17][CH:16]=1.C(OCC)(=O)C. Product: [O:13]1[C:8]2[CH:9]=[CH:10][CH:11]=[CH:12][C:7]=2[N:6]=[C:19]1[C:18]1[CH:21]=[CH:22][C:15]([OH:14])=[CH:16][CH:17]=1. The catalyst class is: 86. (4) Reactant: N1([O:10][C:11](=[O:43])[C:12]([C:22]2[CH:27]=[CH:26][C:25]([O:28][C:29]3[CH:34]=[CH:33][C:32]([CH2:35][CH:36]4[S:40][C:39](=[O:41])[NH:38][C:37]4=[O:42])=[CH:31][CH:30]=3)=[CH:24][CH:23]=2)=[CH:13][C:14]2[CH:19]=[C:18]([CH3:20])[CH:17]=[C:16]([CH3:21])[CH:15]=2)C2C=CC=CC=2N=N1.[CH3:44][O-].[Na+]. Product: [CH3:44][O:10][C:11](=[O:43])[C:12]([C:22]1[CH:27]=[CH:26][C:25]([O:28][C:29]2[CH:34]=[CH:33][C:32]([CH2:35][CH:36]3[S:40][C:39](=[O:41])[NH:38][C:37]3=[O:42])=[CH:31][CH:30]=2)=[CH:24][CH:23]=1)=[CH:13][C:14]1[CH:15]=[C:16]([CH3:21])[CH:17]=[C:18]([CH3:20])[CH:19]=1. The catalyst class is: 240. (5) Reactant: [Br:1][C:2]1[CH:7]=[CH:6][C:5](I)=[CH:4][CH:3]=1.C([Li])CCC.CCCCCC.CON(C)[C:23]([C:25]1([C:28]([F:31])([F:30])[F:29])[CH2:27][CH2:26]1)=[O:24].[Cl-].[NH4+]. Product: [Br:1][C:2]1[CH:7]=[CH:6][C:5]([C:23]([C:25]2([C:28]([F:31])([F:30])[F:29])[CH2:27][CH2:26]2)=[O:24])=[CH:4][CH:3]=1. The catalyst class is: 7. (6) Reactant: [CH3:1][N:2]([CH3:12])[C:3]1[CH:4]=[N:5][C:6]([N+:9]([O-])=O)=[CH:7][N:8]=1.[H][H]. The catalyst class is: 29. Product: [CH3:1][N:2]([CH3:12])[C:3]1[N:8]=[CH:7][C:6]([NH2:9])=[N:5][CH:4]=1.